Task: Predict the reaction yield, written as a fraction of the theoretical maximum amount of product (1.0 means a 100% yield; for example, 0.34 means a 34% yield).. Dataset: Reaction yield outcomes from USPTO patents with 853,638 reactions (1) The catalyst is N1C=CC=CC=1.C(OCC)(=O)C. The reactants are [NH2:1][C:2]1[CH:30]=[CH:29][C:5]2[NH:6][C:7]([C:12]3[C:13](=[O:28])[N:14]([CH2:23][CH2:24][CH:25]([CH3:27])[CH3:26])[C:15]4[C:20]([C:21]=3[OH:22])=[CH:19][CH:18]=[CH:17][N:16]=4)=[N:8][S:9](=[O:11])(=[O:10])[C:4]=2[CH:3]=1.[C:31]1([S:37](Cl)(=[O:39])=[O:38])[CH:36]=[CH:35][CH:34]=[CH:33][CH:32]=1. The product is [OH:22][C:21]1[C:20]2[C:15](=[N:16][CH:17]=[CH:18][CH:19]=2)[N:14]([CH2:23][CH2:24][CH:25]([CH3:27])[CH3:26])[C:13](=[O:28])[C:12]=1[C:7]1[NH:6][C:5]2[CH:29]=[CH:30][C:2]([NH:1][S:37]([C:31]3[CH:36]=[CH:35][CH:34]=[CH:33][CH:32]=3)(=[O:39])=[O:38])=[CH:3][C:4]=2[S:9](=[O:11])(=[O:10])[N:8]=1. The yield is 0.690. (2) The reactants are [F:1][C:2]1[CH:10]=[C:9]2[C:5]([CH:6]=[C:7]([C:11]([CH3:23])([CH3:22])[C:12](OCC3C=CC=CC=3)=[O:13])[NH:8]2)=[CH:4][C:3]=1[N+:24]([O-:26])=[O:25].CC(C[AlH]CC(C)C)C. The catalyst is C(Cl)Cl. The product is [F:1][C:2]1[CH:10]=[C:9]2[C:5]([CH:6]=[C:7]([C:11]([CH3:23])([CH3:22])[CH2:12][OH:13])[NH:8]2)=[CH:4][C:3]=1[N+:24]([O-:26])=[O:25]. The yield is 0.770. (3) The reactants are [CH2:1]([O:5][C:6]1[CH:11]=[CH:10][C:9]([S:12][CH:13]([CH2:17][CH2:18][CH2:19][CH2:20][CH2:21][CH3:22])[C:14]([OH:16])=[O:15])=[CH:8][CH:7]=1)[C:2]#[C:3][CH3:4].[OH:23]O. The catalyst is CO. The product is [CH2:1]([O:5][C:6]1[CH:11]=[CH:10][C:9]([S@@:12]([C@@H:13]([CH2:17][CH2:18][CH2:19][CH2:20][CH2:21][CH3:22])[C:14]([OH:16])=[O:15])=[O:23])=[CH:8][CH:7]=1)[C:2]#[C:3][CH3:4]. The yield is 0.240. (4) The reactants are [F:1][C:2]1[C:7]([F:8])=[CH:6][CH:5]=[C:4]([F:9])[C:3]=1[CH2:10][C:11](=[O:13])[CH3:12].[C:14]([O:18][C:19]([NH:21][CH:22]([CH2:29]OS(C)(=O)=O)[C:23]([O:25][CH:26]([CH3:28])[CH3:27])=[O:24])=[O:20])([CH3:17])([CH3:16])[CH3:15].C(O[Li])(C)(C)C. The catalyst is CC(OC)(C)C.[Br-].[Zn+2].[Br-]. The product is [C:14]([O:18][C:19]([NH:21][CH:22]([CH2:29][CH:10]([C:3]1[C:4]([F:9])=[CH:5][CH:6]=[C:7]([F:8])[C:2]=1[F:1])[C:11](=[O:13])[CH3:12])[C:23]([O:25][CH:26]([CH3:28])[CH3:27])=[O:24])=[O:20])([CH3:17])([CH3:16])[CH3:15]. The yield is 0.670. (5) The reactants are [N:1]1[CH:6]=[CH:5][C:4]([C:7]2[N:8]=[C:9]([C:12]3([CH2:18][NH2:19])[CH2:17][CH2:16][O:15][CH2:14][CH2:13]3)[S:10][CH:11]=2)=[CH:3][CH:2]=1.[F:20][C:21]([F:37])([F:36])[C:22]1[O:26][N:25]=[C:24]([C:27]2[CH:28]=[C:29]([CH:33]=[CH:34][CH:35]=2)[C:30](O)=[O:31])[N:23]=1. The product is [N:1]1[CH:6]=[CH:5][C:4]([C:7]2[N:8]=[C:9]([C:12]3([CH2:18][NH:19][C:30](=[O:31])[C:29]4[CH:33]=[CH:34][CH:35]=[C:27]([C:24]5[N:23]=[C:22]([C:21]([F:37])([F:36])[F:20])[O:26][N:25]=5)[CH:28]=4)[CH2:13][CH2:14][O:15][CH2:16][CH2:17]3)[S:10][CH:11]=2)=[CH:3][CH:2]=1. No catalyst specified. The yield is 0.380. (6) The reactants are [C@H:1]12[CH2:7][C@H:4]([NH:5][CH2:6]1)[CH2:3][N:2]2[C:8]([O:10][C:11]([CH3:14])([CH3:13])[CH3:12])=[O:9].Cl[C:16]1[CH:21]=[CH:20][C:19]([Cl:22])=[CH:18][N:17]=1. No catalyst specified. The product is [Cl:22][C:19]1[CH:20]=[CH:21][C:16]([N:5]2[CH2:6][C@@H:1]3[CH2:7][C@H:4]2[CH2:3][N:2]3[C:8]([O:10][C:11]([CH3:14])([CH3:13])[CH3:12])=[O:9])=[N:17][CH:18]=1. The yield is 0.990. (7) The yield is 0.710. The product is [C:1]([C:5]1[CH:6]=[CH:7][C:8]([OH:11])=[C:9]([C:13]([C:15]2[CH:20]=[CH:19][CH:18]=[CH:17][CH:16]=2)([CH3:14])[CH3:12])[CH:10]=1)([CH3:4])([CH3:2])[CH3:3]. The reactants are [C:1]([C:5]1[CH:10]=[CH:9][C:8]([OH:11])=[CH:7][CH:6]=1)([CH3:4])([CH3:3])[CH3:2].[CH3:12][C:13]([C:15]1[CH:20]=[CH:19][CH:18]=[CH:17][CH:16]=1)=[CH2:14].C1CCCCC1.O. The catalyst is C1(C)C=CC(S(O)(=O)=O)=CC=1.ClCCl. (8) The reactants are [CH2:1]([O:3][C:4]([C:6]1[N:7]=[C:8](I)[O:9][C:10]=1[C:11]1[CH:16]=[CH:15][C:14]([N:17]2[CH2:22][CH2:21][N:20]([C:23]([O:25][C:26]([CH3:29])([CH3:28])[CH3:27])=[O:24])[CH2:19][CH2:18]2)=[CH:13][CH:12]=1)=[O:5])[CH3:2].CC1(C)C(C)(C)OB([C:39]2[CH:47]=[CH:46][CH:45]=[C:44]3[C:40]=2[CH:41]=[N:42][NH:43]3)O1.C(=O)([O-])[O-].[Na+].[Na+]. The catalyst is C1(C)C=CC=CC=1.C(O)C.O.CCOC(C)=O.C1C=CC(P(C2C=CC=CC=2)C2C=CC=CC=2)=CC=1.C1C=CC(P(C2C=CC=CC=2)C2C=CC=CC=2)=CC=1.Cl[Pd]Cl. The product is [CH2:1]([O:3][C:4]([C:6]1[N:7]=[C:8]([C:39]2[CH:47]=[CH:46][CH:45]=[C:44]3[C:40]=2[CH:41]=[N:42][NH:43]3)[O:9][C:10]=1[C:11]1[CH:16]=[CH:15][C:14]([N:17]2[CH2:22][CH2:21][N:20]([C:23]([O:25][C:26]([CH3:29])([CH3:28])[CH3:27])=[O:24])[CH2:19][CH2:18]2)=[CH:13][CH:12]=1)=[O:5])[CH3:2]. The yield is 0.470.